This data is from Forward reaction prediction with 1.9M reactions from USPTO patents (1976-2016). The task is: Predict the product of the given reaction. (1) Given the reactants [CH3:1][O:2][C:3]([C@@H:5]1[C@H:10](C(O)=O)[CH:9]2[CH2:14][CH2:15][CH:6]1[CH2:7][CH2:8]2)=[O:4].C([N:18](CC)CC)C.Cl[C:24]([O:26][CH2:27][CH3:28])=[O:25].[N-]=[N+]=[N-].[Na+].[CH2:33](O)[C:34]1C=C[CH:37]=[CH:36][CH:35]=1, predict the reaction product. The product is: [CH3:1][O:2][C:3]([C@H:5]1[C@@H:10]([NH:18][C:24]([O:26][CH2:27][C:28]2[CH:37]=[CH:36][CH:35]=[CH:34][CH:33]=2)=[O:25])[CH:9]2[CH2:8][CH2:7][CH:6]1[CH2:15][CH2:14]2)=[O:4]. (2) Given the reactants [CH3:1][O:2][C:3]1[CH:4]=[C:5]2[C:9](=[CH:10][CH:11]=1)[NH:8][C:7]([C:12]1[CH:17]=[CH:16][CH:15]=[CH:14][CH:13]=1)=[CH:6]2.[H-].[Na+].Cl[CH2:21][C:22]1[N:27]=[C:26]([C:28]#[N:29])[CH:25]=[CH:24][CH:23]=1.O, predict the reaction product. The product is: [CH3:1][O:2][C:3]1[CH:4]=[C:5]2[C:9](=[CH:10][CH:11]=1)[N:8]([CH2:21][C:22]1[N:27]=[C:26]([C:28]#[N:29])[CH:25]=[CH:24][CH:23]=1)[C:7]([C:12]1[CH:13]=[CH:14][CH:15]=[CH:16][CH:17]=1)=[CH:6]2. (3) Given the reactants [N+](C1C(N2CCC(NC(=O)OC(C)(C)C)CC2)=NC=CC=1)([O-])=O.[NH:24]1[CH2:29][CH2:28][CH:27]([NH:30][C:31](=[O:37])[O:32][C:33]([CH3:36])([CH3:35])[CH3:34])[CH2:26][CH2:25]1.Br[C:39]1[S:40][C:41]([C:44]([NH2:46])=[O:45])=[CH:42][N:43]=1, predict the reaction product. The product is: [NH2:46][C:44]([C:41]1[S:40][C:39]([N:24]2[CH2:25][CH2:26][CH:27]([NH:30][C:31](=[O:37])[O:32][C:33]([CH3:34])([CH3:36])[CH3:35])[CH2:28][CH2:29]2)=[N:43][CH:42]=1)=[O:45]. (4) Given the reactants C(O)(=O)C.[K].Cl[CH:7]([CH:13]=O)[C:8]([O:10][CH2:11][CH3:12])=[O:9].[C:15]([O:18][CH2:19][C:20]([CH3:50])([CH3:49])[CH2:21][N:22]1[C:28]2[CH:29]=[CH:30][C:31]([Cl:33])=[CH:32][C:27]=2[C@@H:26]([C:34]2[CH:39]=[CH:38][CH:37]=[C:36]([O:40][CH3:41])[C:35]=2[O:42][CH3:43])[O:25][C@H:24]([CH2:44][C:45]([NH2:47])=[S:46])[C:23]1=[O:48])(=[O:17])[CH3:16].O, predict the reaction product. The product is: [C:15]([O:18][CH2:19][C:20]([CH3:50])([CH3:49])[CH2:21][N:22]1[C:28]2[CH:29]=[CH:30][C:31]([Cl:33])=[CH:32][C:27]=2[C@@H:26]([C:34]2[CH:39]=[CH:38][CH:37]=[C:36]([O:40][CH3:41])[C:35]=2[O:42][CH3:43])[O:25][C@H:24]([CH2:44][C:45]2[S:46][C:7]([C:8]([O:10][CH2:11][CH3:12])=[O:9])=[CH:13][N:47]=2)[C:23]1=[O:48])(=[O:17])[CH3:16].